Task: Regression. Given two drug SMILES strings and cell line genomic features, predict the synergy score measuring deviation from expected non-interaction effect.. Dataset: Merck oncology drug combination screen with 23,052 pairs across 39 cell lines Drug 1: NC(=O)c1cccc2cn(-c3ccc(C4CCCNC4)cc3)nc12. Drug 2: COC1=C2CC(C)CC(OC)C(O)C(C)C=C(C)C(OC(N)=O)C(OC)C=CC=C(C)C(=O)NC(=CC1=O)C2=O. Cell line: LNCAP. Synergy scores: synergy=-147.